From a dataset of NCI-60 drug combinations with 297,098 pairs across 59 cell lines. Regression. Given two drug SMILES strings and cell line genomic features, predict the synergy score measuring deviation from expected non-interaction effect. (1) Drug 1: C1=CC(=C2C(=C1NCCNCCO)C(=O)C3=C(C=CC(=C3C2=O)O)O)NCCNCCO. Drug 2: CCC(=C(C1=CC=CC=C1)C2=CC=C(C=C2)OCCN(C)C)C3=CC=CC=C3.C(C(=O)O)C(CC(=O)O)(C(=O)O)O. Cell line: BT-549. Synergy scores: CSS=45.6, Synergy_ZIP=9.34, Synergy_Bliss=8.50, Synergy_Loewe=-17.2, Synergy_HSA=8.43. (2) Drug 1: CC12CCC3C(C1CCC2=O)CC(=C)C4=CC(=O)C=CC34C. Drug 2: CCN(CC)CCCC(C)NC1=C2C=C(C=CC2=NC3=C1C=CC(=C3)Cl)OC. Cell line: SK-OV-3. Synergy scores: CSS=19.1, Synergy_ZIP=3.13, Synergy_Bliss=7.96, Synergy_Loewe=-0.188, Synergy_HSA=8.69.